This data is from Forward reaction prediction with 1.9M reactions from USPTO patents (1976-2016). The task is: Predict the product of the given reaction. (1) Given the reactants [N:1]1[C:5]2[CH:6]=[CH:7][C:8]([NH2:10])=[CH:9][C:4]=2[NH:3][CH:2]=1.[S:11]1[CH:15]=[CH:14][CH:13]=[C:12]1[C:16]1[CH:23]=[CH:22][C:19]([CH2:20]Br)=[CH:18][CH:17]=1.C([O-])([O-])=O.[K+].[K+], predict the reaction product. The product is: [S:11]1[CH:15]=[CH:14][CH:13]=[C:12]1[C:16]1[CH:23]=[CH:22][C:19]([CH2:20][N:10]([CH2:20][C:19]2[CH:18]=[CH:17][C:16]([C:12]3[S:11][CH:15]=[CH:14][CH:13]=3)=[CH:23][CH:22]=2)[C:8]2[CH:7]=[CH:6][C:5]3[NH:1][CH:2]=[N:3][C:4]=3[CH:9]=2)=[CH:18][CH:17]=1. (2) Given the reactants [Cl:1][C:2]1[CH:7]=[CH:6][N:5]=[C:4]2[NH:8][C:9]([C:11]3[CH:16]=[CH:15][C:14]([C:17]([N:19]4[CH2:24][CH2:23][N:22]([CH3:25])[CH2:21][CH2:20]4)=[O:18])=[CH:13][CH:12]=3)=[N:10][C:3]=12.[N:26]1[CH:31]=[CH:30][C:29](B(O)O)=[CH:28][CH:27]=1.C(=O)([O-])[O-].[Na+].[Na+], predict the reaction product. The product is: [ClH:1].[CH3:25][N:22]1[CH2:23][CH2:24][N:19]([C:17]([C:14]2[CH:15]=[CH:16][C:11]([C:9]3[NH:8][C:4]4=[N:5][CH:6]=[CH:7][C:2]([C:29]5[CH:30]=[CH:31][N:26]=[CH:27][CH:28]=5)=[C:3]4[N:10]=3)=[CH:12][CH:13]=2)=[O:18])[CH2:20][CH2:21]1.